From a dataset of Catalyst prediction with 721,799 reactions and 888 catalyst types from USPTO. Predict which catalyst facilitates the given reaction. (1) Reactant: Cl[C:2]1[N:7]=[C:6]([NH:8][C:9]2[NH:10][N:11]=[C:12]([CH2:14][CH2:15][C:16]3[CH:21]=[CH:20][CH:19]=[CH:18][CH:17]=3)[CH:13]=2)[CH:5]=[CH:4][N:3]=1.FC(F)(F)C(O)=O.[NH2:29][CH2:30][C:31]1[O:35][N:34]=[C:33]([C:36]([NH2:38])=[O:37])[CH:32]=1.C(N(C(C)C)CC)(C)C. Product: [CH2:14]([C:12]1[CH:13]=[C:9]([NH:8][C:6]2[CH:5]=[CH:4][N:3]=[C:2]([NH:29][CH2:30][C:31]3[O:35][N:34]=[C:33]([C:36]([NH2:38])=[O:37])[CH:32]=3)[N:7]=2)[NH:10][N:11]=1)[CH2:15][C:16]1[CH:21]=[CH:20][CH:19]=[CH:18][CH:17]=1. The catalyst class is: 141. (2) Reactant: C(N(C(C)C)C(C)C)C.[CH3:10][C:11]1([C:15]2[CH:19]=[C:18]([CH2:20][NH2:21])[O:17][N:16]=2)[CH2:14][O:13][CH2:12]1.Cl[C:23]1[N:28]=[C:27]([NH:29][C:30]2[NH:31][N:32]=[C:33]([O:35][CH:36]([CH3:38])[CH3:37])[CH:34]=2)[CH:26]=[CH:25][N:24]=1. Product: [CH3:10][C:11]1([C:15]2[CH:19]=[C:18]([CH2:20][NH:21][C:23]3[N:28]=[C:27]([NH:29][C:30]4[NH:31][N:32]=[C:33]([O:35][CH:36]([CH3:38])[CH3:37])[CH:34]=4)[CH:26]=[CH:25][N:24]=3)[O:17][N:16]=2)[CH2:14][O:13][CH2:12]1. The catalyst class is: 141. (3) Reactant: [C:1]([O:5][C:6]([N:8]1[CH2:13][CH2:12][C:11](=[CH:14][C:15]2[CH:24]=[CH:23][C:22]3[C:17](=[CH:18][CH:19]=[CH:20][CH:21]=3)[CH:16]=2)[CH2:10][CH2:9]1)=[O:7])([CH3:4])([CH3:3])[CH3:2]. Product: [C:1]([O:5][C:6]([N:8]1[CH2:13][CH2:12][CH:11]([CH2:14][C:15]2[CH:24]=[CH:23][C:22]3[C:17](=[CH:18][CH:19]=[CH:20][CH:21]=3)[CH:16]=2)[CH2:10][CH2:9]1)=[O:7])([CH3:4])([CH3:2])[CH3:3]. The catalyst class is: 50. (4) Reactant: [C:1]([C:3]1[CH:10]=[CH:9][C:6]([CH2:7]Br)=[CH:5][CH:4]=1)#[N:2].[C:11]1(=[O:21])[NH:15][C:14](=[O:16])[C:13]2=[CH:17][CH:18]=[CH:19][CH:20]=[C:12]12.[K]. Product: [O:16]=[C:14]1[C:13]2[C:12](=[CH:20][CH:19]=[CH:18][CH:17]=2)[C:11](=[O:21])[N:15]1[CH2:7][C:6]1[CH:9]=[CH:10][C:3]([C:1]#[N:2])=[CH:4][CH:5]=1. The catalyst class is: 18.